This data is from Full USPTO retrosynthesis dataset with 1.9M reactions from patents (1976-2016). The task is: Predict the reactants needed to synthesize the given product. (1) Given the product [CH3:33][O:32][C:30]1[CH:31]=[C:26]([CH2:25][O:24][C:14]2[NH:15][N:16]=[C:12]([NH:11][C:49]([C:46]3[CH:47]=[N:48][C:43]([N:40]4[CH2:41][CH2:42][N:37]([CH3:36])[CH2:38][CH2:39]4)=[N:44][CH:45]=3)=[O:50])[CH:13]=2)[CH:27]=[C:28]([O:34][CH3:35])[CH:29]=1, predict the reactants needed to synthesize it. The reactants are: C[Si]([N-][Si](C)(C)C)(C)C.[Na+].[NH2:11][C:12]1[N:16](C(OC(C)(C)C)=O)[N:15]=[C:14]([O:24][CH2:25][C:26]2[CH:31]=[C:30]([O:32][CH3:33])[CH:29]=[C:28]([O:34][CH3:35])[CH:27]=2)[CH:13]=1.[CH3:36][N:37]1[CH2:42][CH2:41][N:40]([C:43]2[N:48]=[CH:47][C:46]([C:49](OC)=[O:50])=[CH:45][N:44]=2)[CH2:39][CH2:38]1.[NH4+].[Cl-]. (2) Given the product [CH:1]1([C@@H:4]([C:18]2[CH:22]=[CH:21][S:20][CH:19]=2)[NH:5][C:6]([C:8]2[CH:9]=[C:10]3[C:14](=[CH:15][CH:16]=2)[NH:13][N:12]=[C:11]3[C:37]2[CH:36]=[CH:35][C:34]([O:33][CH:30]3[CH2:29][CH2:28][N:27]([CH2:26][CH2:25][O:24][CH3:23])[CH2:32][CH2:31]3)=[CH:39][CH:38]=2)=[O:7])[CH2:3][CH2:2]1, predict the reactants needed to synthesize it. The reactants are: [CH:1]1([C@@H:4]([C:18]2[CH:22]=[CH:21][S:20][CH:19]=2)[NH:5][C:6]([C:8]2[CH:9]=[C:10]3[C:14](=[CH:15][CH:16]=2)[NH:13][N:12]=[C:11]3I)=[O:7])[CH2:3][CH2:2]1.[CH3:23][O:24][CH2:25][CH2:26][N:27]1[CH2:32][CH2:31][CH:30]([O:33][C:34]2[CH:39]=[CH:38][C:37](B3OC(C)(C)C(C)(C)O3)=[CH:36][CH:35]=2)[CH2:29][CH2:28]1. (3) Given the product [Cl:1][C:2]1[CH:10]=[C:9]([C:11]#[C:12][CH2:13][O:14][CH3:15])[C:5]2[O:6][CH2:7][O:8][C:4]=2[C:3]=1[NH:16][C:17]1[C:26]2[C:21](=[CH:22][C:23]([O:31][CH2:32][CH2:33][CH2:34][N:59]3[CH2:60][CH2:61][N:56]([CH3:55])[C:57](=[O:62])[CH2:58]3)=[CH:24][C:25]=2[O:27][CH:28]([CH3:29])[CH3:30])[N:20]=[CH:19][N:18]=1, predict the reactants needed to synthesize it. The reactants are: [Cl:1][C:2]1[CH:10]=[C:9]([C:11]#[C:12][CH2:13][O:14][CH3:15])[C:5]2[O:6][CH2:7][O:8][C:4]=2[C:3]=1[NH:16][C:17]1[C:26]2[C:21](=[CH:22][C:23]([O:31][CH2:32][CH2:33][CH2:34]Cl)=[CH:24][C:25]=2[O:27][CH:28]([CH3:30])[CH3:29])[N:20]=[CH:19][N:18]=1.C1(P(C2C=CC=CC=2)C2C=CC=CC=2)C=CC=CC=1.[CH3:55][N:56]1[CH2:61][CH2:60][NH:59][CH2:58][C:57]1=[O:62].[I-].[Na+]. (4) Given the product [F:29][C:30]([F:43])([F:42])[S:31]([O:15][C:13]1[C:12]([O:16][CH:17]2[CH2:22][CH2:21][CH2:20][CH2:19][O:18]2)=[CH:11][N:10]=[C:9](/[CH:8]=[CH:7]/[C:1]2[CH:6]=[CH:5][CH:4]=[CH:3][CH:2]=2)[N:14]=1)(=[O:33])=[O:32], predict the reactants needed to synthesize it. The reactants are: [C:1]1(/[CH:7]=[CH:8]/[C:9]2[NH:10][CH:11]=[C:12]([O:16][CH:17]3[CH2:22][CH2:21][CH2:20][CH2:19][O:18]3)[C:13](=[O:15])[N:14]=2)[CH:6]=[CH:5][CH:4]=[CH:3][CH:2]=1.N1C=CC=CC=1.[F:29][C:30]([F:43])([F:42])[S:31](O[S:31]([C:30]([F:43])([F:42])[F:29])(=[O:33])=[O:32])(=[O:33])=[O:32].O.